From a dataset of Catalyst prediction with 721,799 reactions and 888 catalyst types from USPTO. Predict which catalyst facilitates the given reaction. (1) Reactant: Cl[C:2]1[CH:11]=[C:10]([C:12]2[CH:17]=[CH:16][CH:15]=[C:14]([Cl:18])[CH:13]=2)[C:9]2[C:4](=[CH:5][CH:6]=[C:7]([C:19]([C:27]3[CH:31]=[CH:30][O:29][CH:28]=3)([C:21]3[N:25]([CH3:26])[CH:24]=[N:23][CH:22]=3)[OH:20])[CH:8]=2)[N:3]=1.[N-:32]=[N+:33]=[N-:34].[Na+].O. Product: [Cl:18][C:14]1[CH:13]=[C:12]([C:10]2[C:9]3[C:4](=[CH:5][CH:6]=[C:7]([C:19]([C:27]4[CH:31]=[CH:30][O:29][CH:28]=4)([C:21]4[N:25]([CH3:26])[CH:24]=[N:23][CH:22]=4)[OH:20])[CH:8]=3)[N:3]3[N:32]=[N:33][N:34]=[C:2]3[CH:11]=2)[CH:17]=[CH:16][CH:15]=1. The catalyst class is: 3. (2) Reactant: [Cl:1][C:2]1[CH:10]=[C:9]2[C:5]([CH2:6][C:7]([CH2:17][CH2:18][F:19])([CH2:12][CH2:13][C:14](=[O:16])[CH3:15])[C:8]2=O)=[CH:4][C:3]=1[O:20][CH3:21].C(O)(=O)C.N1CCCC1. Product: [Cl:1][C:2]1[CH:10]=[C:9]2[C:5](=[CH:4][C:3]=1[O:20][CH3:21])[CH2:6][C:7]1([CH2:17][CH2:18][F:19])[C:8]2=[CH:15][C:14](=[O:16])[CH2:13][CH2:12]1. The catalyst class is: 260. (3) Reactant: [C:1]([O:5][C:6](=[O:21])[NH:7][C@@H:8]([C@H:18]1[CH2:20][O:19]1)[CH2:9][C:10]1[CH:15]=[CH:14][C:13]([F:16])=[C:12]([F:17])[CH:11]=1)([CH3:4])([CH3:3])[CH3:2].[O-]S(C(F)(F)F)(=O)=O.[Li+].[CH3:31][O:32][C:33]1[CH:34]=[C:35]([CH:38]=[CH:39][CH:40]=1)[CH2:36][NH2:37].[Cl-].[NH4+]. Product: [C:1]([O:5][C:6](=[O:21])[NH:7][C@@H:8]([CH2:9][C:10]1[CH:15]=[CH:14][C:13]([F:16])=[C:12]([F:17])[CH:11]=1)[C@H:18]([OH:19])[CH2:20][NH:37][CH2:36][C:35]1[CH:38]=[CH:39][CH:40]=[C:33]([O:32][CH3:31])[CH:34]=1)([CH3:4])([CH3:3])[CH3:2]. The catalyst class is: 10. (4) Reactant: [Cl:1][C:2]1[CH:7]=[CH:6][CH:5]=[CH:4][C:3]=1[CH:8]([O:10][C:11]([NH:13][C:14]1[N:18]([C:19]2[CH:24]=[CH:23][C:22]([C:25]3[CH:30]=[CH:29][C:28]([CH2:31][C:32]([O:34]CC)=[O:33])=[CH:27][CH:26]=3)=[CH:21][CH:20]=2)[N:17]=[CH:16][C:15]=1[C:37]#[N:38])=[O:12])[CH3:9].[Li+].[OH-]. Product: [Cl:1][C:2]1[CH:7]=[CH:6][CH:5]=[CH:4][C:3]=1[CH:8]([O:10][C:11]([NH:13][C:14]1[N:18]([C:19]2[CH:24]=[CH:23][C:22]([C:25]3[CH:26]=[CH:27][C:28]([CH2:31][C:32]([OH:34])=[O:33])=[CH:29][CH:30]=3)=[CH:21][CH:20]=2)[N:17]=[CH:16][C:15]=1[C:37]#[N:38])=[O:12])[CH3:9]. The catalyst class is: 20.